This data is from Catalyst prediction with 721,799 reactions and 888 catalyst types from USPTO. The task is: Predict which catalyst facilitates the given reaction. (1) Reactant: [Br-].C1([C:8]([PH3+])([C:15]2[CH:20]=[CH:19][CH:18]=[CH:17][CH:16]=2)C2C=CC=CC=2)C=CC=CC=1.CC(C)([O-])C.[K+].O=C1CCC([NH:35][C:36](=[O:42])[O:37][C:38]([CH3:41])([CH3:40])[CH3:39])CC1.O. Product: [CH2:8]=[C:15]1[CH2:16][CH2:17][CH:18]([NH:35][C:36](=[O:42])[O:37][C:38]([CH3:41])([CH3:40])[CH3:39])[CH2:19][CH2:20]1. The catalyst class is: 7. (2) Reactant: [Br:1][C:2]1[CH:3]=[CH:4][CH:5]=[C:6]2[C:10]=1[N:9]([CH3:11])[N:8]=[C:7]2[NH2:12].C(N(CC)C(C)C)(C)C.[F:22][C:23]([F:34])([F:33])[C:24](O[C:24](=[O:25])[C:23]([F:34])([F:33])[F:22])=[O:25]. Product: [Br:1][C:2]1[CH:3]=[CH:4][CH:5]=[C:6]2[C:10]=1[N:9]([CH3:11])[N:8]=[C:7]2[NH:12][C:24](=[O:25])[C:23]([F:34])([F:33])[F:22]. The catalyst class is: 4. (3) Reactant: [N:1]1[C:10]2[C:5](=[CH:6][CH:7]=[CH:8][CH:9]=2)[C:4](CN)=[CH:3][CH:2]=1.[CH2:13]([N:15](CC)CC)C.[Cl:20][C:21]1[CH:37]=[C:36]([C:38]#[N:39])[CH:35]=[CH:34][C:22]=1[O:23][C:24]1[CH:29]=[CH:28][C:27]([S:30](Cl)(=[O:32])=[O:31])=[CH:26][CH:25]=1. Product: [Cl:20][C:21]1[CH:37]=[C:36]([C:38]#[N:39])[CH:35]=[CH:34][C:22]=1[O:23][C:24]1[CH:29]=[CH:28][C:27]([S:30]([NH:15][CH2:13][C:2]2[CH:3]=[CH:4][C:5]3[C:10](=[CH:9][CH:8]=[CH:7][CH:6]=3)[N:1]=2)(=[O:32])=[O:31])=[CH:26][CH:25]=1. The catalyst class is: 4. (4) Reactant: [NH2:1][C:2]1[CH:3]=[C:4]([CH:17]=[CH:18][CH:19]=1)[C:5]([NH:7][C:8]1[CH:13]=[CH:12][C:11]([C:14]([NH2:16])=[O:15])=[CH:10][CH:9]=1)=[O:6].O1CCCC1.[ClH:25].O1CCOCC1. Product: [ClH:25].[NH2:1][C:2]1[CH:3]=[C:4]([CH:17]=[CH:18][CH:19]=1)[C:5]([NH:7][C:8]1[CH:9]=[CH:10][C:11]([C:14]([NH2:16])=[O:15])=[CH:12][CH:13]=1)=[O:6]. The catalyst class is: 5. (5) Reactant: [NH2:1][C:2]1[N:7]=[C:6]([C:8]2[O:9][CH:10]=[CH:11][CH:12]=2)[C:5]([C:13]#[N:14])=[C:4](SC)[N:3]=1.[CH2:17]([NH2:24])[C:18]1[CH:23]=[CH:22][CH:21]=[CH:20][CH:19]=1. Product: [NH2:1][C:2]1[N:3]=[C:4]([NH:24][CH2:17][C:18]2[CH:23]=[CH:22][CH:21]=[CH:20][CH:19]=2)[C:5]([C:13]#[N:14])=[C:6]([C:8]2[O:9][CH:10]=[CH:11][CH:12]=2)[N:7]=1. The catalyst class is: 8.